Dataset: Full USPTO retrosynthesis dataset with 1.9M reactions from patents (1976-2016). Task: Predict the reactants needed to synthesize the given product. (1) Given the product [NH2:5][CH2:9][CH:10]([NH:17][C:18]([C:20]1[S:21][C:22]([C:25]2[N:29]([CH3:30])[N:28]=[CH:27][CH:26]=2)=[CH:23][CH:24]=1)=[O:19])[C:11]1[CH:12]=[CH:13][CH:14]=[CH:15][CH:16]=1, predict the reactants needed to synthesize it. The reactants are: CC([N:5]([CH2:9][CH:10]([NH:17][C:18]([C:20]1[S:21][C:22]([C:25]2[N:29]([CH3:30])[N:28]=[CH:27][CH:26]=2)=[CH:23][CH:24]=1)=[O:19])[C:11]1[CH:16]=[CH:15][CH:14]=[CH:13][CH:12]=1)C(=O)[O-])(C)C.Cl.O1CCOCC1. (2) Given the product [C:27]([O:30][CH2:31][C:32]1[C:37]([N:38]2[CH2:50][CH2:49][N:41]3[C:42]4[CH2:43][CH2:44][CH2:45][CH2:46][C:47]=4[CH:48]=[C:40]3[C:39]2=[O:51])=[CH:36][C:35]([F:52])=[CH:34][C:33]=1[C:2]1[CH:3]=[C:4]([NH:10][C:11]2[CH:16]=[CH:15][C:14]([CH:17]3[CH2:22][CH2:21][N:20]([CH:23]4[CH2:26][O:25][CH2:24]4)[CH2:19][CH2:18]3)=[CH:13][N:12]=2)[C:5](=[O:9])[N:6]([CH3:8])[CH:7]=1)(=[O:29])[CH3:28], predict the reactants needed to synthesize it. The reactants are: Br[C:2]1[CH:3]=[C:4]([NH:10][C:11]2[CH:16]=[CH:15][C:14]([CH:17]3[CH2:22][CH2:21][N:20]([CH:23]4[CH2:26][O:25][CH2:24]4)[CH2:19][CH2:18]3)=[CH:13][N:12]=2)[C:5](=[O:9])[N:6]([CH3:8])[CH:7]=1.[C:27]([O:30][CH2:31][C:32]1[C:37]([N:38]2[CH2:50][CH2:49][N:41]3[C:42]4[CH2:43][CH2:44][CH2:45][CH2:46][C:47]=4[CH:48]=[C:40]3[C:39]2=[O:51])=[CH:36][C:35]([F:52])=[CH:34][C:33]=1B1OC(C)(C)C(C)(C)O1)(=[O:29])[CH3:28].C(=O)([O-])[O-].[Na+].[Na+].COCCOC. (3) Given the product [C:1]1([S:7]([CH:10]([CH2:23][CH2:24][CH2:25][CH2:26]/[CH:27]=[CH:28]\[CH2:29]/[CH:30]=[CH:31]\[CH2:32]/[CH:33]=[CH:34]\[CH2:35]/[CH:36]=[CH:37]\[CH2:38][CH2:39][CH2:40][CH2:41][CH3:42])[CH2:11][CH2:12][CH2:13][CH2:14][CH2:15][CH2:16][CH2:17][CH2:18][CH2:19][CH2:20][C:21]([OH:45])=[O:22])(=[O:8])=[O:9])[CH:2]=[CH:3][CH:4]=[CH:5][CH:6]=1, predict the reactants needed to synthesize it. The reactants are: [C:1]1([S:7]([CH:10]([CH2:23][CH2:24][CH2:25][CH2:26][CH:27]=[CH:28][CH2:29][CH:30]=[CH:31][CH2:32][CH:33]=[CH:34][CH2:35][CH:36]=[CH:37][CH2:38][CH2:39][CH2:40][CH2:41][CH3:42])[CH2:11][CH2:12][CH2:13][CH2:14][CH2:15][CH2:16][CH2:17][CH2:18][CH2:19][CH2:20][CH2:21][OH:22])(=[O:9])=[O:8])[CH:6]=[CH:5][CH:4]=[CH:3][CH:2]=1.CC(C)=[O:45]. (4) Given the product [NH2:22][C:6]1[CH:5]=[CH:4][C:3]([CH2:2][OH:1])=[CH:8][C:7]=1[NH:9][C@@H:10]1[CH2:11][CH2:12][C@H:13]([C:16]([NH:18][CH:19]([CH3:21])[CH3:20])=[O:17])[CH2:14][CH2:15]1, predict the reactants needed to synthesize it. The reactants are: [OH:1][CH2:2][C:3]1[CH:4]=[CH:5][C:6]([N+:22]([O-])=O)=[C:7]([NH:9][C@@H:10]2[CH2:15][CH2:14][C@H:13]([C:16]([NH:18][CH:19]([CH3:21])[CH3:20])=[O:17])[CH2:12][CH2:11]2)[CH:8]=1. (5) Given the product [CH2:6]([O:8][N:1]1[CH:5]=[CH:4][N:3]=[C:2]1[CH2:29][C:19]1[CH:24]=[CH:23][CH:22]=[CH:21][CH:20]=1)[CH3:7], predict the reactants needed to synthesize it. The reactants are: [NH:1]1[CH:5]=[CH:4][N:3]=[CH:2]1.[CH2:6]([O:8]C(OCC)C1C=CC=CC=1)[CH3:7].[C:19]1([CH3:29])[CH:24]=[CH:23][C:22](S(O)(=O)=O)=[CH:21][CH:20]=1.C(=O)([O-])[O-].[Na+].[Na+]. (6) Given the product [CH2:1]([N:3]([CH:15]1[CH2:16][CH2:17][O:18][CH2:19][CH2:20]1)[C:4]1[C:5]([CH3:14])=[C:6]([C:10]([OH:12])=[O:11])[CH:7]=[N:8][CH:9]=1)[CH3:2], predict the reactants needed to synthesize it. The reactants are: [CH2:1]([N:3]([CH:15]1[CH2:20][CH2:19][O:18][CH2:17][CH2:16]1)[C:4]1[C:5]([CH3:14])=[C:6]([C:10]([O:12]C)=[O:11])[CH:7]=[N:8][CH:9]=1)[CH3:2].[OH-].[Na+].Cl. (7) Given the product [N:26]1[CH:24]=[CH:23][CH:19]=[CH:18][C:17]=1[C:15]1[N:16]=[C:6]([C:5]2[CH:9]=[C:10]([N+:12]([O-:14])=[O:13])[CH:11]=[C:3]([C:1]#[N:2])[CH:4]=2)[O:7][N:31]=1, predict the reactants needed to synthesize it. The reactants are: [C:1]([C:3]1[CH:4]=[C:5]([CH:9]=[C:10]([N+:12]([O-:14])=[O:13])[CH:11]=1)[C:6](Cl)=[O:7])#[N:2].[C:15]([C:17]1[CH:18]=[C:19]([CH:23]=[C:24]([N+:26]([O-])=O)C=1)C(O)=O)#[N:16].C([N:31](CC)CC)C. (8) Given the product [C:37]([O:36][C:34]([N:31]1[CH2:32][CH2:33][C:28]2([CH2:24][N:25]([C:15](=[O:16])[C:14]3[CH:13]=[CH:12][C:11]([C:9]4[O:10][C:6]5[C:5]([CH:21]([CH3:23])[CH3:22])=[CH:4][C:3]([C:1]#[N:2])=[CH:20][C:7]=5[N:8]=4)=[CH:19][CH:18]=3)[CH2:26][CH2:27]2)[CH2:29][CH2:30]1)=[O:35])([CH3:40])([CH3:39])[CH3:38], predict the reactants needed to synthesize it. The reactants are: [C:1]([C:3]1[CH:4]=[C:5]([CH:21]([CH3:23])[CH3:22])[C:6]2[O:10][C:9]([C:11]3[CH:19]=[CH:18][C:14]([C:15](O)=[O:16])=[CH:13][CH:12]=3)=[N:8][C:7]=2[CH:20]=1)#[N:2].[CH2:24]1[C:28]2([CH2:33][CH2:32][N:31]([C:34]([O:36][C:37]([CH3:40])([CH3:39])[CH3:38])=[O:35])[CH2:30][CH2:29]2)[CH2:27][CH2:26][NH:25]1.